The task is: Predict the product of the given reaction.. This data is from Forward reaction prediction with 1.9M reactions from USPTO patents (1976-2016). (1) The product is: [F:33][C:30]1[CH:29]=[CH:28][C:27]([CH:14]2[C:15]3=[N:16][NH:17][C:18](=[O:26])[C:19]4[CH:20]=[CH:21][CH:22]=[C:23]([C:24]=43)[NH:25][CH:13]2[C:9]2[NH:8][CH:12]=[CH:11][N:10]=2)=[CH:32][CH:31]=1. Given the reactants C([N:8]1[CH:12]=[CH:11][N:10]=[C:9]1[CH:13]1[NH:25][C:23]2[C:24]3[C:15](=[N:16][NH:17][C:18](=[O:26])[C:19]=3[CH:20]=[CH:21][CH:22]=2)[CH:14]1[C:27]1[CH:32]=[CH:31][C:30]([F:33])=[CH:29][CH:28]=1)C1C=CC=CC=1, predict the reaction product. (2) Given the reactants [C:1]([N:4]1[CH2:9][CH2:8][N:7]([CH2:10][C:11]2[CH:28]=[CH:27][C:14]([O:15][CH:16]3[CH2:19][N:18](C(OC(C)(C)C)=O)[CH2:17]3)=[CH:13][CH:12]=2)[CH2:6][CH2:5]1)(=[O:3])[CH3:2].Cl, predict the reaction product. The product is: [NH:18]1[CH2:17][CH:16]([O:15][C:14]2[CH:27]=[CH:28][C:11]([CH2:10][N:7]3[CH2:6][CH2:5][N:4]([C:1](=[O:3])[CH3:2])[CH2:9][CH2:8]3)=[CH:12][CH:13]=2)[CH2:19]1. (3) Given the reactants [CH2:1]([S:3][C:4]1[CH:9]=[CH:8][CH:7]=[CH:6][C:5]=1[CH2:10]O)[CH3:2].S(Cl)([Cl:14])=O, predict the reaction product. The product is: [Cl:14][CH2:10][C:5]1[CH:6]=[CH:7][CH:8]=[CH:9][C:4]=1[S:3][CH2:1][CH3:2]. (4) The product is: [C:48](=[O:29])([OH:49])[NH2:50].[C:65](=[O:68])([OH:64])[NH2:45].[CH3:63][O:64][C:65](=[O:68])[CH2:66][NH2:67]. Given the reactants C/C(/CC/C=C(\C)/CO)=C\C=C\C(\C)=C\C=C\C(\C)=C\C=C\C=C(/C)\C=C\C=C(/C)\C=C\C=C(/C)\CC/C=C(\C)/C[OH:29].C1N=C[N:45]([C:48]([N:50]2C=NC=C2)=[O:49])C=1.C(N(CC)CC)C.Cl.[CH3:63][O:64][C:65](=[O:68])[CH2:66][NH2:67], predict the reaction product. (5) Given the reactants NC1C=CC(C)=C(C(C2C=CC(NC3C=CC(C(F)(F)F)=CC=3)=CC=2Cl)=O)C=1.[Cl:29][C:30]1[CH:35]=[C:34]([NH:36][C:37]2[CH:42]=[CH:41][CH:40]=[CH:39][C:38]=2[O:43][CH3:44])[CH:33]=[CH:32][C:31]=1[C:45]([C:47]1[CH:52]=[C:51]([N+:53]([O-])=O)[CH:50]=[CH:49][C:48]=1[CH3:56])=[O:46], predict the reaction product. The product is: [NH2:53][C:51]1[CH:50]=[CH:49][C:48]([CH3:56])=[C:47]([C:45]([C:31]2[CH:32]=[CH:33][C:34]([NH:36][C:37]3[CH:42]=[CH:41][CH:40]=[CH:39][C:38]=3[O:43][CH3:44])=[CH:35][C:30]=2[Cl:29])=[O:46])[CH:52]=1. (6) Given the reactants [OH:1][CH2:2][C:3]1[S:7][C:6]([CH3:8])=[C:5]([N:9]([CH3:18])[S:10]([C:13]2[S:14][CH:15]=[CH:16][CH:17]=2)(=[O:12])=[O:11])[CH:4]=1, predict the reaction product. The product is: [CH:2]([C:3]1[S:7][C:6]([CH3:8])=[C:5]([N:9]([CH3:18])[S:10]([C:13]2[S:14][CH:15]=[CH:16][CH:17]=2)(=[O:11])=[O:12])[CH:4]=1)=[O:1]. (7) Given the reactants [C:1]([NH2:9])(=[O:8])[C:2]1[CH:7]=[CH:6][CH:5]=[CH:4][CH:3]=1.[Cl:10][CH2:11][C:12](=O)[CH2:13]Cl, predict the reaction product. The product is: [Cl:10][CH2:11][C:12]1[N:9]=[C:1]([C:2]2[CH:7]=[CH:6][CH:5]=[CH:4][CH:3]=2)[O:8][CH:13]=1.